This data is from Full USPTO retrosynthesis dataset with 1.9M reactions from patents (1976-2016). The task is: Predict the reactants needed to synthesize the given product. (1) Given the product [C:1]([C:3]1[CH:17]=[C:16]([C:24]2[CH:25]=[CH:26][C:21]([CH2:20][OH:19])=[CH:22][CH:23]=2)[C:6]2[N:7]([C:10]3[CH:15]=[CH:14][CH:13]=[CH:12][CH:11]=3)[CH:8]=[N:9][C:5]=2[CH:4]=1)#[N:2], predict the reactants needed to synthesize it. The reactants are: [C:1]([C:3]1[CH:17]=[C:16](I)[C:6]2[N:7]([C:10]3[CH:15]=[CH:14][CH:13]=[CH:12][CH:11]=3)[CH:8]=[N:9][C:5]=2[CH:4]=1)#[N:2].[OH:19][CH2:20][C:21]1[CH:26]=[CH:25][C:24](B(O)O)=[CH:23][CH:22]=1.C(=O)([O-])[O-].[K+].[K+].C(C1C=C(C2C=CC=C(CO)C=2)C2N(C3C=CC=CC=3)C=NC=2C=1)#N. (2) The reactants are: O1CCCC1CCO.C([O:16][C:17]1[CH:22]=[C:21]([O:23][C:24]2[CH:29]=[CH:28][C:27]([C:30]([F:33])([F:32])[F:31])=[CH:26][N:25]=2)[CH:20]=[CH:19][C:18]=1/[CH:34]=[CH:35]/[C:36]([O:38][CH2:39][CH3:40])=[O:37])C1C=CC=CC=1. Given the product [OH:16][C:17]1[CH:22]=[C:21]([O:23][C:24]2[CH:29]=[CH:28][C:27]([C:30]([F:33])([F:31])[F:32])=[CH:26][N:25]=2)[CH:20]=[CH:19][C:18]=1[CH2:34][CH2:35][C:36]([O:38][CH2:39][CH3:40])=[O:37], predict the reactants needed to synthesize it. (3) Given the product [C:1]([C:3]1[CH:4]=[CH:5][C:6]2[O:10][C:9]([C:11]([C:17]3[C:25]([O:26][CH3:27])=[CH:24][C:23]([CH3:28])=[C:22]4[C:18]=3[CH:19]=[CH:20][NH:21]4)([O:16][CH2:43][C:42]([CH3:46])([CH3:45])[C:41]([OH:47])=[O:40])[C:12]([F:15])([F:13])[F:14])=[N:8][C:7]=2[CH:36]=1)#[N:2], predict the reactants needed to synthesize it. The reactants are: [C:1]([C:3]1[CH:4]=[CH:5][C:6]2[O:10][C:9]([C:11]([C:17]3[C:25]([O:26][CH3:27])=[CH:24][C:23]([CH3:28])=[C:22]4[C:18]=3[CH:19]=[CH:20][N:21]4C(OC(C)(C)C)=O)([OH:16])[C:12]([F:15])([F:14])[F:13])=[N:8][C:7]=2[CH:36]=1)#[N:2].[H-].[Na+].C[O:40][C:41](=[O:47])[C:42]([CH3:46])([CH3:45])[CH2:43]Br.C[Si](C)(C)[O-].[K+]. (4) Given the product [CH3:22][C@H:19]1[CH2:20][CH2:21][N:16]2[C:15](=[O:31])[N:14]=[C:13]([O:11][CH2:10][C:4]3[CH:3]=[C:2]([F:1])[C:7]([F:8])=[C:6]([F:9])[CH:5]=3)[CH:30]=[C:17]2[NH:18]1, predict the reactants needed to synthesize it. The reactants are: [F:1][C:2]1[CH:3]=[C:4]([CH2:10][OH:11])[CH:5]=[C:6]([F:9])[C:7]=1[F:8].Cl[C:13]1[CH:30]=[C:17]2[N:18](C(OC(C)(C)C)=O)[C@@H:19]([CH3:22])[CH2:20][CH2:21][N:16]2[C:15](=[O:31])[N:14]=1. (5) Given the product [Br:1][C:2]1[CH:10]=[CH:9][C:5]([C:6]([N:13]([O:14][CH3:15])[CH3:12])=[O:7])=[CH:4][CH:3]=1, predict the reactants needed to synthesize it. The reactants are: [Br:1][C:2]1[CH:10]=[CH:9][C:5]([C:6](O)=[O:7])=[CH:4][CH:3]=1.Cl.[CH3:12][NH:13][O:14][CH3:15].CCN(CC)CC.CCN=C=NCCCN(C)C. (6) Given the product [NH:3]1[C:2]2[C:1](=[CH:4][CH:5]=[CH:6][CH:7]=2)[CH:9]=[CH:8]1, predict the reactants needed to synthesize it. The reactants are: [CH3:1][C:2]1[CH:7]=[CH:6][CH:5]=[CH:4][N:3]=1.[CH2:8](C1C=CC=CN=1)[CH3:9].C(C1C=CC=CN=1)CC.CC1C(C)=NC=CC=1.C(C1C(C)=NC=CC=1)C.CC1C=CN=C(C)C=1C.C1(C2C=CC=CN=2)C=CC=CC=1.C(C1C=CC=CN=1)C1C=CC=CC=1.[Cl-].N1C=CC=CC=1. (7) Given the product [S:2]1[C:5]([C:6]([O:8][CH2:9][CH3:10])=[O:7])=[CH:11][N:3]=[CH:1]1, predict the reactants needed to synthesize it. The reactants are: [CH:1]([NH2:3])=[S:2].Cl[CH:5]([CH:11]=O)[C:6]([O:8][CH2:9][CH3:10])=[O:7].